This data is from Experimentally validated miRNA-target interactions with 360,000+ pairs, plus equal number of negative samples. The task is: Binary Classification. Given a miRNA mature sequence and a target amino acid sequence, predict their likelihood of interaction. The miRNA is hsa-miR-4323 with sequence CAGCCCCACAGCCUCAGA. The protein sequence of the target gene is MDADEGQDMSQVSGKESPPVSDTPDEGDEPMPIPEDLSTTSGGQQSSKSDRVVASNVKVETQSDEENGRACEMNGEECAEDLRMLDASGEKMNGSHRDQGSSALSGVGGIRLPNGKLKCDICGIICIGPNVLMVHKRSHTGERPFQCNQCGASFTQKGNLLRHIKLHSGEKPFKCHLCNYACRRRDALTGHLRTHSVGKPHKCGYCGRSYKQRSSLEEHKERCHNYLESMGLPGTLYPVIKEETNHSEMAEDLCKIGSERSLVLDRLASNVAKRKSSMPQKFLGDKGLSDTPYDSSASYE.... Result: 0 (no interaction).